This data is from Full USPTO retrosynthesis dataset with 1.9M reactions from patents (1976-2016). The task is: Predict the reactants needed to synthesize the given product. (1) Given the product [F:15][CH2:14][CH2:13][CH2:12][S:9]([NH:8][C:4]1[CH:5]=[CH:6][CH:7]=[C:2]([B:17]2[O:21][C:20]([CH3:23])([CH3:22])[C:19]([CH3:25])([CH3:24])[O:18]2)[C:3]=1[F:16])(=[O:11])=[O:10], predict the reactants needed to synthesize it. The reactants are: Br[C:2]1[C:3]([F:16])=[C:4]([NH:8][S:9]([CH2:12][CH2:13][CH2:14][F:15])(=[O:11])=[O:10])[CH:5]=[CH:6][CH:7]=1.[B:17]1([B:17]2[O:21][C:20]([CH3:23])([CH3:22])[C:19]([CH3:25])([CH3:24])[O:18]2)[O:21][C:20]([CH3:23])([CH3:22])[C:19]([CH3:25])([CH3:24])[O:18]1.C(Cl)Cl. (2) Given the product [CH2:38]([O:40][C:41]([C:43]1[N:44]([CH2:48][CH2:49][CH2:50][O:29][C:26]2[CH:25]=[CH:24][C:23]([C:22]([N:15]3[C:16]4[C:21](=[CH:20][CH:19]=[CH:18][CH:17]=4)[C@H:12]([N:8]([C:9](=[O:11])[CH3:10])[C:5]4[CH:4]=[CH:3][C:2]([Cl:1])=[CH:7][CH:6]=4)[CH2:13][C@@H:14]3[CH3:31])=[O:30])=[CH:28][CH:27]=2)[CH:45]=[CH:46][N:47]=1)=[O:42])[CH3:39], predict the reactants needed to synthesize it. The reactants are: [Cl:1][C:2]1[CH:7]=[CH:6][C:5]([N:8]([C@H:12]2[C:21]3[C:16](=[CH:17][CH:18]=[CH:19][CH:20]=3)[N:15]([C:22](=[O:30])[C:23]3[CH:28]=[CH:27][C:26]([OH:29])=[CH:25][CH:24]=3)[C@@H:14]([CH3:31])[CH2:13]2)[C:9](=[O:11])[CH3:10])=[CH:4][CH:3]=1.C([O-])([O-])=O.[K+].[K+].[CH2:38]([O:40][C:41]([C:43]1[N:44]([CH2:48][CH2:49][CH2:50]Br)[CH:45]=[CH:46][N:47]=1)=[O:42])[CH3:39].N1C=CN=C1.[H-].[Na+]. (3) Given the product [CH:1]1([N:4]2[CH2:9][C:8]3([CH2:10][CH2:11][N:12]([CH:15]([C:19]4[CH:24]=[CH:23][C:22]([C:25]5[CH:34]=[C:33]6[C:28]([CH:29]=[CH:30][CH:31]=[N:32]6)=[CH:27][CH:26]=5)=[CH:21][C:20]=4[F:35])[C:16]([N:39]([CH3:40])[CH3:38])=[O:17])[CH2:13][CH2:14]3)[O:7][CH2:6][C:5]2=[O:36])[CH2:3][CH2:2]1, predict the reactants needed to synthesize it. The reactants are: [CH:1]1([N:4]2[CH2:9][C:8]3([CH2:14][CH2:13][N:12]([CH:15]([C:19]4[CH:24]=[CH:23][C:22]([C:25]5[CH:34]=[C:33]6[C:28]([CH:29]=[CH:30][CH:31]=[N:32]6)=[CH:27][CH:26]=5)=[CH:21][C:20]=4[F:35])[C:16](O)=[O:17])[CH2:11][CH2:10]3)[O:7][CH2:6][C:5]2=[O:36])[CH2:3][CH2:2]1.Cl.[CH3:38][N:39](C)[CH2:40]CCN=C=NCC.Cl.CNC. (4) Given the product [CH:22]([CH2:2][CH2:1][NH:3][C:4]1[NH:8][C:7]([C:9]2[CH:14]=[CH:13][C:12]([F:15])=[CH:11][CH:10]=2)=[N:6][C:5]=1[C:16]1[CH:21]=[CH:20][CH:19]=[CH:18][CH:17]=1)=[O:23], predict the reactants needed to synthesize it. The reactants are: [CH2:1]([NH:3][C:4]1[NH:8][C:7]([C:9]2[CH:14]=[CH:13][C:12]([F:15])=[CH:11][CH:10]=2)=[N:6][C:5]=1[C:16]1[CH:21]=[CH:20][CH:19]=[CH:18][CH:17]=1)[CH3:2].[CH:22](OCC)=[O:23]. (5) Given the product [CH2:3]1[C:4]2([CH2:5][N:6]([C:8]3[N:13]=[C:12]([C:14]([OH:16])=[O:15])[CH:11]=[CH:10][CH:9]=3)[CH2:7]2)[CH2:1][O:2]1, predict the reactants needed to synthesize it. The reactants are: [CH2:1]1[C:4]2([CH2:7][N:6]([C:8]3[N:13]=[C:12]([C:14]([O:16]CC)=[O:15])[CH:11]=[CH:10][CH:9]=3)[CH2:5]2)[CH2:3][O:2]1.[OH-].[Na+]. (6) The reactants are: Cl[C:2]1[N:7]=[C:6]([O:8][CH3:9])[N:5]=[C:4]([NH:10][CH2:11][CH2:12][C:13]2[CH:18]=[CH:17][C:16]([Cl:19])=[CH:15][C:14]=2[Cl:20])[CH:3]=1.[NH:21]1[C:25]([CH:26]2[CH2:31][CH2:30][CH2:29][NH:28][CH2:27]2)=[N:24][N:23]=[N:22]1.C([O-])([O-])=O.[K+].[K+].Cl. Given the product [Cl:20][C:14]1[CH:15]=[C:16]([Cl:19])[CH:17]=[CH:18][C:13]=1[CH2:12][CH2:11][NH:10][C:4]1[CH:3]=[C:2]([N:28]2[CH2:29][CH2:30][CH2:31][CH:26]([C:25]3[N:21]=[N:22][NH:23][N:24]=3)[CH2:27]2)[N:7]=[C:6]([O:8][CH3:9])[N:5]=1, predict the reactants needed to synthesize it.